From a dataset of Reaction yield outcomes from USPTO patents with 853,638 reactions. Predict the reaction yield, written as a fraction of the theoretical maximum amount of product (1.0 means a 100% yield; for example, 0.34 means a 34% yield). (1) The reactants are [F:1][C:2]1[C:7]([F:8])=[CH:6][CH:5]=[CH:4][C:3]=1[C:9]1[CH:10]=[N:11][O:12][C:13]=1[C:14]1[C:22]2[C:17](=[N:18][CH:19]=[C:20]([C:23]3[CH2:28][CH2:27][CH:26]([NH2:29])[CH2:25][CH:24]=3)[CH:21]=2)[NH:16][CH:15]=1.N1([O:39][S:40]([CH3:43])(=O)=[O:41])C2C=CC=CC=2N=N1.C(O)(C(F)(F)F)=O. The catalyst is CN(C=O)C.CCN(C(C)C)C(C)C. The product is [F:1][C:2]1[C:7]([F:8])=[CH:6][CH:5]=[CH:4][C:3]=1[C:9]1[CH:10]=[N:11][O:12][C:13]=1[C:14]1[C:22]2[C:17](=[N:18][CH:19]=[C:20]([C:23]3[CH2:28][CH2:27][CH:26]([NH:29][S:40]([CH3:43])(=[O:41])=[O:39])[CH2:25][CH:24]=3)[CH:21]=2)[NH:16][CH:15]=1. The yield is 0.460. (2) The reactants are Br[C:2]1[CH:3]=[CH:4][C:5]([Cl:26])=[C:6]([NH:8][C:9]2[S:10]/[C:11](=[CH:15]\[C:16]3[CH:25]=[CH:24][C:23]4[C:18](=[CH:19][CH:20]=CC=4)[CH:17]=3)/[C:12](=[O:14])[N:13]=2)[CH:7]=1.BrC1C=CC(Cl)=[C:32](C=1)[NH2:33].CSC1[S:39]/[C:40](=[CH:44]\[C:45]2[CH:46]=C3C(=CC=2)N=CC=C3)/C(=O)N=1.C(O)C. The catalyst is C(O)(=O)CCCC. The product is [Cl:26][C:5]1[CH:4]=[CH:3][C:2]([C:45]2[CH:44]=[CH:40][S:39][CH:46]=2)=[CH:7][C:6]=1[NH:8][C:9]1[S:10]/[C:11](=[CH:15]\[C:16]2[CH:17]=[C:18]3[C:23](=[CH:24][CH:25]=2)[N:33]=[CH:32][CH:20]=[CH:19]3)/[C:12](=[O:14])[N:13]=1. The yield is 0.810. (3) The product is [C:1]([O:5][CH2:6][CH2:7][CH2:8][CH2:9][O:10][C:11]1[C:21]([O:22][CH2:23][CH2:24][CH2:25][CH2:26][O:27][C:28](=[O:31])[CH:29]=[CH2:30])=[C:20]([O:32][CH2:33][CH2:34][CH2:35][CH2:36][O:37][C:38](=[O:41])[CH:39]=[CH2:40])[CH:19]=[CH:18][C:12]=1[CH:13]=[CH:14][C:15]([O:17][C:49]1[CH:50]=[CH:51][C:46]([C:52]2[CH:20]=[CH:21][C:11]([O:16][C:15](=[O:17])[CH:14]=[CH:13][C:12]3[CH:18]=[CH:19][C:20]([O:32][CH2:33][CH2:34][CH2:35][CH2:36][O:37][C:38](=[O:41])[CH:39]=[CH2:40])=[C:21]([O:22][CH2:23][CH2:24][CH2:25][CH2:26][O:27][C:28](=[O:31])[CH:29]=[CH2:30])[C:11]=3[O:10][CH2:9][CH2:8][CH2:7][CH2:6][O:5][C:1](=[O:4])[CH:2]=[CH2:3])=[CH:12][CH:13]=2)=[CH:47][CH:48]=1)=[O:16])(=[O:4])[CH:2]=[CH2:3]. The reactants are [C:1]([O:5][CH2:6][CH2:7][CH2:8][CH2:9][O:10][C:11]1[C:21]([O:22][CH2:23][CH2:24][CH2:25][CH2:26][O:27][C:28](=[O:31])[CH:29]=[CH2:30])=[C:20]([O:32][CH2:33][CH2:34][CH2:35][CH2:36][O:37][C:38](=[O:41])[CH:39]=[CH2:40])[CH:19]=[CH:18][C:12]=1[CH:13]=[CH:14][C:15]([OH:17])=[O:16])(=[O:4])[CH:2]=[CH2:3].S(Cl)(Cl)=O.[C:46]1([CH3:52])[CH:51]=[CH:50][CH:49]=[CH:48][CH:47]=1. The yield is 0.850. The catalyst is CN(C)C=O.O. (4) The reactants are [Cl:1][C:2]1[C:10]2[C:5](=[CH:6][CH:7]=[CH:8][CH:9]=2)[NH:4][N:3]=1.Cl[C:12]1[N:16]([CH3:17])[N:15]=[C:14]([CH3:18])[C:13]=1[CH:19]=[O:20].C(=O)([O-])[O-].[K+].[K+].O. The catalyst is CN(C)C=O. The product is [Cl:1][C:2]1[C:10]2[C:5](=[CH:6][CH:7]=[CH:8][CH:9]=2)[N:4]([C:12]2[N:16]([CH3:17])[N:15]=[C:14]([CH3:18])[C:13]=2[CH:19]=[O:20])[N:3]=1. The yield is 0.600. (5) The reactants are [F:1][C:2]1[CH:7]=[CH:6][C:5]([C:8]2[C:16]3[C:11](=[CH:12][CH:13]=[C:14]([C:17]#[C:18][C:19]4[CH:24]=[CH:23][CH:22]=[CH:21][CH:20]=4)[CH:15]=3)[N:10](C3CCCCO3)[N:9]=2)=[CH:4][CH:3]=1.Cl. The catalyst is O1CCCC1. The product is [F:1][C:2]1[CH:3]=[CH:4][C:5]([C:8]2[C:16]3[C:11](=[CH:12][CH:13]=[C:14]([C:17]#[C:18][C:19]4[CH:20]=[CH:21][CH:22]=[CH:23][CH:24]=4)[CH:15]=3)[NH:10][N:9]=2)=[CH:6][CH:7]=1. The yield is 0.900. (6) The reactants are [Br:1][C:2]1[CH:7]=[C:6]([CH3:8])[CH:5]=[C:4]([N+:9]([O-:11])=[O:10])[C:3]=1[OH:12].C([O-])([O-])=O.[K+].[K+].[CH2:19](Br)[CH:20]=[CH2:21]. The catalyst is CC(C)=O. The product is [CH2:21]([O:12][C:3]1[C:4]([N+:9]([O-:11])=[O:10])=[CH:5][C:6]([CH3:8])=[CH:7][C:2]=1[Br:1])[CH:20]=[CH2:19]. The yield is 0.940.